From a dataset of Experimentally validated miRNA-target interactions with 360,000+ pairs, plus equal number of negative samples. Binary Classification. Given a miRNA mature sequence and a target amino acid sequence, predict their likelihood of interaction. The miRNA is mmu-miR-466f-3p with sequence CAUACACACACACAUACACAC. The protein sequence of the target gene is MDPLQEANGTFALNLLKILGEDSSKNVFLSPMSISSALAMVFMGAKGTTASQMAQALALDKCSGNGGGDVHQGFQSLLTEVNKTGTQYLLRTANRLFGDKTCDLLASFKDSCLKFYEAELEELDFQGATEESRQHINTWVAKKTEDKIKEVLSPGTVNSDTSLVLVNAIYFKGNWEKQFNKEHTREMPFKVSKNEEKPVQMMFKKSTFKMTYIGEIFTKILLLPYVSSELNMIIMLPDEHVELSTVEKEVTYEKFIEWTRLDKMDEEEVEVFLPKFKLEENYNMNDALYKLGMTDAFGGR.... Result: 0 (no interaction).